This data is from KCNQ2 potassium channel screen with 302,405 compounds. The task is: Binary Classification. Given a drug SMILES string, predict its activity (active/inactive) in a high-throughput screening assay against a specified biological target. (1) The drug is FC(F)(F)COC(=O)NCc1ccc(cc1)C(=O)NC. The result is 0 (inactive). (2) The drug is O(C(=O)c1c(n(c(c1C)C(O)=O)C)C)CC. The result is 0 (inactive). (3) The compound is FC(F)(F)c1cc(C(=O)C2CCCN(C2)Cc2[nH]ccn2)ccc1. The result is 0 (inactive). (4) The result is 0 (inactive). The molecule is O=C(Nc1ccc(cc1)C(=O)COC(=O)C=1OCCOC1)CC(C)C. (5) The molecule is S(c1c(C(=O)NC2CCCc3c2cccc3)cccc1)CC(=O)NCCOC. The result is 0 (inactive). (6) The molecule is Clc1c(C(=O)NC(CC(=O)NC=2SCCN2)c2ccccc2)cccc1. The result is 0 (inactive). (7) The result is 0 (inactive). The molecule is s1c2c(nc1Nc1sc(c(n1)C)C(OCC)=O)c(OC)ccc2.